The task is: Predict the product of the given reaction.. This data is from Forward reaction prediction with 1.9M reactions from USPTO patents (1976-2016). (1) Given the reactants O=[C:2]1[C:11]2[S:12][CH:13]=[CH:14][C:10]=2[C:9]2[CH:8]=[CH:7][C:6]([C:15]#[N:16])=[CH:5][C:4]=2[NH:3]1.P(Cl)(Cl)([Cl:19])=O, predict the reaction product. The product is: [Cl:19][C:2]1[C:11]2[S:12][CH:13]=[CH:14][C:10]=2[C:9]2[CH:8]=[CH:7][C:6]([C:15]#[N:16])=[CH:5][C:4]=2[N:3]=1. (2) Given the reactants [Cl:1][C:2]1[CH:9]=[C:8]([C:10]2[CH:11]=[N:12][CH:13]=[C:14]([CH:16]=O)[CH:15]=2)[CH:7]=[CH:6][C:3]=1[C:4]#[N:5].[CH3:18][S:19]([NH2:22])(=[O:21])=[O:20].[C:23]1([CH3:29])C=CC=C[CH:24]=1, predict the reaction product. The product is: [Cl:1][C:2]1[CH:9]=[C:8]([C:10]2[CH:15]=[C:14]([CH:16]([CH:29]3[CH2:23][CH2:24]3)[NH:22][S:19]([CH3:18])(=[O:21])=[O:20])[CH:13]=[N:12][CH:11]=2)[CH:7]=[CH:6][C:3]=1[C:4]#[N:5]. (3) The product is: [CH:14]1([NH:15][C:29](=[O:31])[CH2:28][N:27]([CH3:25])[C:56]([C:41]2[CH:42]=[C:43]3[C:38](=[CH:39][CH:40]=2)[N:37]([S:34]([CH2:32][CH3:33])(=[O:36])=[O:35])[C:49]2[CH2:48][CH2:47][CH:46]([CH:50]4[CH2:51][CH2:52][O:53][CH2:54][CH2:55]4)[CH2:45][C:44]3=2)=[O:58])[CH2:12][CH2:13]1. Given the reactants CN(C(ON1N=NC2[CH:12]=[CH:13][CH:14]=[N:15]C1=2)=[N+](C)C)C.F[P-](F)(F)(F)(F)F.[CH2:25]([NH:27][CH2:28][C:29]([OH:31])=O)C.[CH2:32]([S:34]([N:37]1[C:49]2[CH2:48][CH2:47][CH:46]([CH:50]3[CH2:55][CH2:54][O:53][CH2:52][CH2:51]3)[CH2:45][C:44]=2[C:43]2[C:38]1=[CH:39][CH:40]=[C:41]([C:56]([OH:58])=O)[CH:42]=2)(=[O:36])=[O:35])[CH3:33].C(N(CC)C(C)C)(C)C, predict the reaction product. (4) Given the reactants [Cl:1][C:2]1[CH:17]=[CH:16][C:5]([CH2:6][N:7]2[C:12](=[O:13])[C:11]([Br:14])=[N:10][NH:9][C:8]2=[O:15])=[CH:4][CH:3]=1.[C:18]([NH:21][C:22]1[CH:23]=[C:24](B(O)O)[CH:25]=[CH:26][CH:27]=1)(=[O:20])[CH3:19].N1C=CC=CC=1.CC#N, predict the reaction product. The product is: [Cl:1][C:2]1[CH:17]=[CH:16][C:5]([CH2:6][N:7]2[C:12](=[O:13])[C:11]([Br:14])=[N:10][N:9]([C:26]3[CH:27]=[C:22]([NH:21][C:18](=[O:20])[CH3:19])[CH:23]=[CH:24][CH:25]=3)[C:8]2=[O:15])=[CH:4][CH:3]=1. (5) Given the reactants [CH3:1][N:2]1[CH2:7][CH2:6][NH:5][CH2:4][CH2:3]1.C1C=CC2N(O)N=NC=2C=1.CCN=C=NCCCN(C)C.Cl.[CH3:30][Si:31]([C:34]#[C:35][C:36]1[CH:44]=[CH:43][C:39]([C:40](O)=[O:41])=[CH:38][CH:37]=1)([CH3:33])[CH3:32], predict the reaction product. The product is: [CH3:1][N:2]1[CH2:7][CH2:6][N:5]([C:40]([C:39]2[CH:43]=[CH:44][C:36]([C:35]#[C:34][Si:31]([CH3:30])([CH3:33])[CH3:32])=[CH:37][CH:38]=2)=[O:41])[CH2:4][CH2:3]1. (6) Given the reactants [N:1]1[CH:6]=[CH:5][C:4]([C:7]2[S:11][C:10]([C:12]([OH:14])=O)=[CH:9][CH:8]=2)=[CH:3][CH:2]=1.[N:15]1[CH:20]=[CH:19][CH:18]=[CH:17][C:16]=1[CH2:21][NH2:22], predict the reaction product. The product is: [N:1]1[CH:2]=[CH:3][C:4]([C:7]2[S:11][C:10]([C:12]([NH:22][CH2:21][C:16]3[CH:17]=[CH:18][CH:19]=[CH:20][N:15]=3)=[O:14])=[CH:9][CH:8]=2)=[CH:5][CH:6]=1. (7) Given the reactants N#N.Cl.[NH2:4][CH:5]([CH2:9][C:10]1[CH:15]=[CH:14][C:13]([O:16][CH3:17])=[CH:12][CH:11]=1)[C:6]([OH:8])=[O:7].[OH-].[Na+].Cl[C:21]([O:23][CH2:24][C:25]1[CH:30]=[CH:29][CH:28]=[CH:27][CH:26]=1)=[O:22].Cl, predict the reaction product. The product is: [CH2:24]([O:23][C:21]([NH:4][CH:5]([CH2:9][C:10]1[CH:11]=[CH:12][C:13]([O:16][CH3:17])=[CH:14][CH:15]=1)[C:6]([OH:8])=[O:7])=[O:22])[C:25]1[CH:30]=[CH:29][CH:28]=[CH:27][CH:26]=1. (8) Given the reactants [F:1][C:2]([F:11])([F:10])[C:3]1[CH:9]=[CH:8][CH:7]=[CH:6][C:4]=1[NH2:5].[N:12]([O-])=O.[Na+].C([O-])(=O)C.[Na+].[C:21]([CH2:24][C:25](=[O:27])[CH3:26])(=[O:23])[CH3:22], predict the reaction product. The product is: [F:1][C:2]([F:10])([F:11])[C:3]1[CH:9]=[CH:8][CH:7]=[CH:6][C:4]=1[NH:5][N:12]=[C:24]([C:25](=[O:27])[CH3:26])[C:21](=[O:23])[CH3:22]. (9) Given the reactants [NH2:1][C:2]1[N:10]=[CH:9][N:8]=[C:7]2[C:3]=1[N:4]=[CH:5][N:6]2[C@H:11]1[C@H:18]2[C@H:14]([O:15][C:16]([CH3:20])([CH3:19])[O:17]2)[C@@H:13]([CH2:21][NH:22][CH2:23][CH2:24][C@H:25]([NH:33][C:34](=[O:43])[O:35][CH2:36][C:37]2[CH:42]=[CH:41][CH:40]=[CH:39][CH:38]=2)[C:26]([O:28][C:29]([CH3:32])([CH3:31])[CH3:30])=[O:27])[O:12]1.[N+:44]([C:47]1[CH:52]=[CH:51][CH:50]=[CH:49][C:48]=1/[CH:53]=[CH:54]/[CH:55]=O)([O-:46])=[O:45].C(O[BH-](OC(=O)C)OC(=O)C)(=O)C.[Na+], predict the reaction product. The product is: [C:29]([O:28][C:26]([C@@H:25]([NH:33][C:34](=[O:43])[O:35][CH2:36][C:37]1[CH:38]=[CH:39][CH:40]=[CH:41][CH:42]=1)[CH2:24][CH2:23][N:22]([CH2:55][CH:54]=[CH:53][C:48]1[CH:49]=[CH:50][CH:51]=[CH:52][C:47]=1[N+:44]([O-:46])=[O:45])[CH2:21][C@@H:13]1[C@H:14]2[O:15][C:16]([CH3:20])([CH3:19])[O:17][C@H:18]2[C@H:11]([N:6]2[CH:5]=[N:4][C:3]3[C:7]2=[N:8][CH:9]=[N:10][C:2]=3[NH2:1])[O:12]1)=[O:27])([CH3:32])([CH3:31])[CH3:30]. (10) Given the reactants [C:1]([O:4][C@H:5]1[CH2:26][CH2:25][C@@:24]2([CH3:27])[C@@H:7]([CH2:8][CH2:9][C@:10]3([CH3:36])[C@@H:23]2[CH2:22][C:21](=[O:28])[C@H:20]2[C@@:11]3([CH3:35])[CH2:12][CH2:13][C@:14]3([CH3:34])[C@H:19]2[CH2:18][C@@:17]([CH3:33])([C:29]([O:31][CH3:32])=[O:30])[CH2:16][CH2:15]3)[C:6]1([CH3:38])[CH3:37])(=[O:3])[CH3:2].BrBr, predict the reaction product. The product is: [C:1]([O:4][C@H:5]1[CH2:26][CH2:25][C@@:24]2([CH3:27])[C@@H:7]([CH2:8][CH2:9][C@:10]3([CH3:36])[C:23]2=[CH:22][C:21](=[O:28])[C@H:20]2[C@@:11]3([CH3:35])[CH2:12][CH2:13][C@:14]3([CH3:34])[C@H:19]2[CH2:18][C@@:17]([CH3:33])([C:29]([O:31][CH3:32])=[O:30])[CH2:16][CH2:15]3)[C:6]1([CH3:38])[CH3:37])(=[O:3])[CH3:2].